This data is from Catalyst prediction with 721,799 reactions and 888 catalyst types from USPTO. The task is: Predict which catalyst facilitates the given reaction. (1) Reactant: Br[C:2]1[CH:3]=[C:4]([CH2:13][CH2:14][CH2:15][CH2:16][CH2:17][CH3:18])[C:5]2[O:9][CH2:8][C:7]([CH3:11])([CH3:10])[C:6]=2[CH:12]=1.O1CCCC1.C([Li])(C)(C)C.[B:29](OC)([O:32]C)[O:30]C. Product: [CH3:10][C:7]1([CH3:11])[C:6]2[CH:12]=[C:2]([B:29]([OH:32])[OH:30])[CH:3]=[C:4]([CH2:13][CH2:14][CH2:15][CH2:16][CH2:17][CH3:18])[C:5]=2[O:9][CH2:8]1. The catalyst class is: 605. (2) Reactant: [O:1]=[C:2]1[N:7]([CH2:8][C:9]2[C:14]([F:15])=[CH:13][C:12]([C:16]3[C:17]([C:22]#[N:23])=[CH:18][CH:19]=[CH:20][CH:21]=3)=[CH:11][C:10]=2[F:24])[C:6]2[S:25][C:26]([CH2:28][C:29]([F:32])([F:31])[F:30])=[CH:27][C:5]=2[C:4](=[O:33])[NH:3]1.Br[CH2:35][C:36]([C:38]1[CH:43]=[CH:42][C:41]([O:44][CH3:45])=[CH:40][CH:39]=1)=[O:37].CN(C)C=O.[H-].[Na+]. Product: [F:24][C:10]1[CH:11]=[C:12]([C:16]2[C:17]([C:22]#[N:23])=[CH:18][CH:19]=[CH:20][CH:21]=2)[CH:13]=[C:14]([F:15])[C:9]=1[CH2:8][N:7]1[C:6]2[S:25][C:26]([CH2:28][C:29]([F:32])([F:31])[F:30])=[CH:27][C:5]=2[C:4](=[O:33])[N:3]([CH2:35][C:36]([C:38]2[CH:43]=[CH:42][C:41]([O:44][CH3:45])=[CH:40][CH:39]=2)=[O:37])[C:2]1=[O:1]. The catalyst class is: 13.